Dataset: Full USPTO retrosynthesis dataset with 1.9M reactions from patents (1976-2016). Task: Predict the reactants needed to synthesize the given product. (1) Given the product [Cl:1][C:2]1[N:3]=[C:4]([N:15]2[CH2:16][CH2:17][O:22][CH2:21][C@@H:18]2[CH3:19])[C:5]([N+:9]([O-:11])=[O:10])=[C:6]([Cl:8])[N:7]=1, predict the reactants needed to synthesize it. The reactants are: [Cl:1][C:2]1[N:7]=[C:6]([Cl:8])[C:5]([N+:9]([O-:11])=[O:10])=[C:4](Cl)[N:3]=1.CC[N:15]([CH2:18][CH3:19])[CH2:16][CH3:17].C[CH2:21][O:22]C(C)=O. (2) Given the product [CH2:62]([C:38]1[N:37]([C:34]2[CH:33]=[CH:32][C:31]([O:30][C@H:27]3[CH2:26][CH2:25][C@H:24]([C:21]([OH:20])([CH3:23])[CH3:22])[CH2:29][CH2:28]3)=[CH:36][CH:35]=2)[C:42](=[O:43])[C:41]([CH2:44][C:45]2[CH:46]=[CH:47][C:48]([C:51]3[CH:56]=[CH:55][CH:54]=[CH:53][C:52]=3[C:57]3[NH:58][C:4](=[O:7])[O:2][N:3]=3)=[CH:49][CH:50]=2)=[C:40]([CH2:59][CH2:60][CH3:61])[N:39]=1)[CH3:63], predict the reactants needed to synthesize it. The reactants are: [Cl-].[OH:2][NH3+:3].[C:4](=[O:7])([O-])O.[Na+].CS(C)=O.[Si]([O:20][C:21]([C@H:24]1[CH2:29][CH2:28][C@H:27]([O:30][C:31]2[CH:36]=[CH:35][C:34]([N:37]3[C:42](=[O:43])[C:41]([CH2:44][C:45]4[CH:50]=[CH:49][C:48]([C:51]5[C:52]([C:57]#[N:58])=[CH:53][CH:54]=[CH:55][CH:56]=5)=[CH:47][CH:46]=4)=[C:40]([CH2:59][CH2:60][CH3:61])[N:39]=[C:38]3[CH2:62][CH3:63])=[CH:33][CH:32]=2)[CH2:26][CH2:25]1)([CH3:23])[CH3:22])(C(C)(C)C)(C)C. (3) Given the product [CH3:5][O:21][C:20]1[C:19]2[C:14](=[CH:15][CH:16]=[CH:17][CH:18]=2)[N:13]=[C:12]([OH:22])[C:11]=1[CH2:8][CH:9]=[CH2:10], predict the reactants needed to synthesize it. The reactants are: S(OC)(O[CH3:5])(=O)=O.[CH2:8]([C:11]1[C:12]([OH:22])=[N:13][C:14]2[C:19]([C:20]=1[OH:21])=[CH:18][CH:17]=[CH:16][CH:15]=2)[CH:9]=[CH2:10].C(=O)([O-])[O-].[K+].[K+]. (4) The reactants are: CCN(C(C)C)C(C)C.[F:10][C:11]1[CH:12]=[C:13]([CH:17]=[CH:18][C:19]=1[F:20])[C:14]([OH:16])=O.CN(C(ON1N=NC2C=CC=CC1=2)=[N+](C)C)C.[B-](F)(F)(F)F.[CH3:43][CH:44]([CH3:55])[CH2:45][C@H:46]([NH:53][CH3:54])[CH2:47][N:48]1[CH2:51][CH:50]([OH:52])[CH2:49]1. Given the product [F:10][C:11]1[CH:12]=[C:13]([CH:17]=[CH:18][C:19]=1[F:20])[C:14]([N:53]([C@@H:46]([CH2:45][CH:44]([CH3:55])[CH3:43])[CH2:47][N:48]1[CH2:49][CH:50]([OH:52])[CH2:51]1)[CH3:54])=[O:16], predict the reactants needed to synthesize it.